Dataset: Full USPTO retrosynthesis dataset with 1.9M reactions from patents (1976-2016). Task: Predict the reactants needed to synthesize the given product. (1) Given the product [CH2:1]([C:3]1[N:7]([CH3:8])[N:6]=[C:5]([C:9]([OH:11])=[O:10])[CH:4]=1)[CH3:2], predict the reactants needed to synthesize it. The reactants are: [CH2:1]([C:3]1[N:7]([CH3:8])[N:6]=[C:5]([C:9]([O:11]CC)=[O:10])[CH:4]=1)[CH3:2].[OH-].[Na+]. (2) The reactants are: O1CCCCC1[O:7][CH2:8][CH2:9][CH2:10][C:11]1[CH:12]=[C:13]2[C:17](=[CH:18][CH:19]=1)[C:16](=[O:20])[O:15][CH2:14]2. Given the product [OH:7][CH2:8][CH2:9][CH2:10][C:11]1[CH:12]=[C:13]2[C:17](=[CH:18][CH:19]=1)[C:16](=[O:20])[O:15][CH2:14]2, predict the reactants needed to synthesize it. (3) Given the product [F:26][C:22]1[C:23]([F:25])=[CH:24][C:19]([C:16]2[CH:15]=[CH:14][C:13]([O:12][CH2:11][C:6]3[CH:5]=[C:4]([CH:9]=[CH:8][C:7]=3[F:10])[C:3]([OH:29])=[O:2])=[CH:18][CH:17]=2)=[C:20]([O:27][CH3:28])[CH:21]=1, predict the reactants needed to synthesize it. The reactants are: C[O:2][C:3](=[O:29])[C:4]1[CH:9]=[CH:8][C:7]([F:10])=[C:6]([CH2:11][O:12][C:13]2[CH:18]=[CH:17][C:16]([C:19]3[CH:24]=[C:23]([F:25])[C:22]([F:26])=[CH:21][C:20]=3[O:27][CH3:28])=[CH:15][CH:14]=2)[CH:5]=1.[OH-].[Li+].CO. (4) Given the product [CH2:16]([N:23]([OH:24])[C:12]([C:9]1[CH:8]=[CH:7][C:6]([N:1]2[CH2:2][CH2:3][CH2:4][CH2:5]2)=[CH:11][N:10]=1)=[O:14])[C:17]1[CH:22]=[CH:21][CH:20]=[CH:19][CH:18]=1, predict the reactants needed to synthesize it. The reactants are: [N:1]1([C:6]2[CH:7]=[CH:8][C:9]([C:12]([OH:14])=O)=[N:10][CH:11]=2)[CH2:5][CH2:4][CH2:3][CH2:2]1.Cl.[CH2:16]([NH:23][OH:24])[C:17]1[CH:22]=[CH:21][CH:20]=[CH:19][CH:18]=1. (5) Given the product [OH:2][C:3]1[CH:8]=[CH:7][C:6]([C:9]2[CH:10]=[C:11]([C:14]3[CH:15]=[C:16]([OH:20])[CH:17]=[CH:18][CH:19]=3)[S:12][CH:13]=2)=[CH:5][CH:4]=1, predict the reactants needed to synthesize it. The reactants are: C[O:2][C:3]1[CH:8]=[CH:7][C:6]([C:9]2[CH:10]=[C:11]([C:14]3[CH:19]=[CH:18][CH:17]=[C:16]([O:20]C)[CH:15]=3)[S:12][CH:13]=2)=[CH:5][CH:4]=1. (6) Given the product [F:31][C:3]1[CH:4]=[C:5]2[C:9](=[CH:10][C:2]=1[NH:1][C:32](=[O:34])[CH3:33])[NH:8][C:7](=[O:11])[CH2:6]2, predict the reactants needed to synthesize it. The reactants are: [NH2:1][C:2]1[CH:10]=[C:9]2[C:5]([C:6](=CC3NC4CCN(CCN(CC)CC)C(=O)C=4C=3C)[C:7](=[O:11])[NH:8]2)=[CH:4][C:3]=1[F:31].[C:32](Cl)(=[O:34])[CH3:33]. (7) Given the product [CH2:1]([N:8]1[CH:12]=[C:11](/[CH:13]=[CH:46]/[C:47]([O:49][CH2:50][CH3:51])=[O:48])[C:10]([O:15][CH2:16][C:17]2[CH:22]=[CH:21][C:20]([O:23][CH2:24][C:25]3[N:26]=[C:27]([C:31]4[O:32][CH:33]=[CH:34][CH:35]=4)[O:28][C:29]=3[CH3:30])=[C:19]([O:36][CH3:37])[CH:18]=2)=[N:9]1)[C:2]1[CH:3]=[CH:4][CH:5]=[CH:6][CH:7]=1, predict the reactants needed to synthesize it. The reactants are: [CH2:1]([N:8]1[CH:12]=[C:11]([CH:13]=O)[C:10]([O:15][CH2:16][C:17]2[CH:22]=[CH:21][C:20]([O:23][CH2:24][C:25]3[N:26]=[C:27]([C:31]4[O:32][CH:33]=[CH:34][CH:35]=4)[O:28][C:29]=3[CH3:30])=[C:19]([O:36][CH3:37])[CH:18]=2)=[N:9]1)[C:2]1[CH:7]=[CH:6][CH:5]=[CH:4][CH:3]=1.C(OP([CH2:46][C:47]([O:49][CH2:50][CH3:51])=[O:48])(OCC)=O)C.CN(C)C=O.[H-].[Na+]. (8) Given the product [CH3:1][O:2][C:3]1[CH:4]=[C:5]([C:6]2[C@H:8]3[C@H:9]([CH2:13][CH:14]=[CH:15][CH2:16]3)[C:10](=[O:11])[NH:24][N:23]=2)[CH:17]=[CH:18][C:19]=1[O:20][CH3:21], predict the reactants needed to synthesize it. The reactants are: [CH3:1][O:2][C:3]1[CH:4]=[C:5]([CH:17]=[CH:18][C:19]=1[O:20][CH3:21])[C:6]([C@H:8]1[CH2:16][CH:15]=[CH:14][CH2:13][C@H:9]1[C:10](O)=[O:11])=O.O.[NH2:23][NH2:24]. (9) The reactants are: [Br:1][CH2:2][C:3]1([CH2:11][OH:12])[CH2:8][O:7][C:6]([CH3:10])([CH3:9])[O:5][CH2:4]1.N1C=CN=C1.[Cl-].[C:19]([SiH:23]([C:30]1[CH:35]=[CH:34][CH:33]=[CH:32][CH:31]=1)[C:24]1[CH:29]=[CH:28][CH:27]=[CH:26][CH:25]=1)([CH3:22])([CH3:21])[CH3:20].[Cl-].[NH4+]. Given the product [Br:1][CH2:2][C:3]1([CH2:11][O:12][Si:23]([C:19]([CH3:22])([CH3:21])[CH3:20])([C:30]2[CH:31]=[CH:32][CH:33]=[CH:34][CH:35]=2)[C:24]2[CH:29]=[CH:28][CH:27]=[CH:26][CH:25]=2)[CH2:4][O:5][C:6]([CH3:9])([CH3:10])[O:7][CH2:8]1, predict the reactants needed to synthesize it.